This data is from Full USPTO retrosynthesis dataset with 1.9M reactions from patents (1976-2016). The task is: Predict the reactants needed to synthesize the given product. (1) Given the product [CH3:15][O:14][C:12](=[O:13])[C@@H:11]([O:16][S:25]([CH3:24])(=[O:27])=[O:26])[CH2:10][CH2:9][O:8][Si:1]([C:4]([CH3:5])([CH3:7])[CH3:6])([CH3:3])[CH3:2], predict the reactants needed to synthesize it. The reactants are: [Si:1]([O:8][CH2:9][CH2:10][C@H:11]([OH:16])[C:12]([O:14][CH3:15])=[O:13])([C:4]([CH3:7])([CH3:6])[CH3:5])([CH3:3])[CH3:2].C(N(CC)CC)C.[CH3:24][S:25](Cl)(=[O:27])=[O:26]. (2) Given the product [NH2:85][C:7]1[CH:8]=[C:9]([C:13]([C:16]2[CH:17]=[C:18]([CH:19]=[CH:20][CH:21]=2)[C:22]#[N:23])([CH3:15])[CH3:14])[CH:10]=[CH:11][CH:12]=1, predict the reactants needed to synthesize it. The reactants are: FC(F)(F)S(O[C:7]1[CH:12]=[CH:11][CH:10]=[C:9]([C:13]([C:16]2[CH:21]=[CH:20][CH:19]=[C:18]([C:22]#[N:23])[CH:17]=2)([CH3:15])[CH3:14])[CH:8]=1)(=O)=O.C1C=CC(P(C2C(C3C(P(C4C=CC=CC=4)C4C=CC=CC=4)=CC=C4C=3C=CC=C4)=C3C(C=CC=C3)=CC=2)C2C=CC=CC=2)=CC=1.C(=[NH:85])(C1C=CC=CC=1)C1C=CC=CC=1.Cl. (3) Given the product [O:22]1[C:26]2[CH:27]=[CH:28][C:29]([C:31]3[CH:32]=[CH:35][C:36]([C:45]4[N:12]([CH2:11][C@@H:8]5[CH2:9][CH2:10][N:6]([C:4]([CH:1]6[CH2:3][CH2:2]6)=[O:5])[CH2:7]5)[C:13]5[CH:18]=[CH:17][C:16]([O:19][CH3:20])=[CH:15][C:14]=5[N:21]=4)=[CH:37][CH:38]=3)=[CH:30][C:25]=2[CH:24]=[CH:23]1, predict the reactants needed to synthesize it. The reactants are: [CH:1]1([C:4]([N:6]2[CH2:10][CH2:9][C@@H:8]([CH2:11][NH:12][C:13]3[C:14]([NH2:21])=[CH:15][C:16]([O:19][CH3:20])=[CH:17][CH:18]=3)[CH2:7]2)=[O:5])[CH2:3][CH2:2]1.[O:22]1[C:26]2[CH:27]=[CH:28][C:29]([C:31]3[CH:38]=[CH:37][CH:36]=[CH:35][C:32]=3C=O)=[CH:30][C:25]=2[CH:24]=[CH:23]1.OOS([O-])=O.[K+].[CH3:45]N(C=O)C. (4) The reactants are: [F:1][C:2]1[CH:3]=[C:4]([OH:10])[CH:5]=[C:6]([F:9])[C:7]=1[F:8].C(=O)([O-])[O-].[K+].[K+].Cl[C:18]1([C:25]([O:27][CH2:28][CH3:29])=[O:26])[CH2:23][CH2:22][CH2:21][NH:20][C:19]1=[O:24].O. Given the product [O:24]=[C:19]1[C:18]([O:10][C:4]2[CH:3]=[C:2]([F:1])[C:7]([F:8])=[C:6]([F:9])[CH:5]=2)([C:25]([O:27][CH2:28][CH3:29])=[O:26])[CH2:23][CH2:22][CH2:21][NH:20]1, predict the reactants needed to synthesize it.